The task is: Regression. Given two drug SMILES strings and cell line genomic features, predict the synergy score measuring deviation from expected non-interaction effect.. This data is from NCI-60 drug combinations with 297,098 pairs across 59 cell lines. (1) Drug 1: C1=CC(=CC=C1CC(C(=O)O)N)N(CCCl)CCCl.Cl. Drug 2: C1CN(P(=O)(OC1)NCCCl)CCCl. Cell line: SF-539. Synergy scores: CSS=15.0, Synergy_ZIP=-4.82, Synergy_Bliss=0.623, Synergy_Loewe=-16.9, Synergy_HSA=-1.30. (2) Drug 1: C1=C(C(=O)NC(=O)N1)N(CCCl)CCCl. Drug 2: CN(C)C1=NC(=NC(=N1)N(C)C)N(C)C. Cell line: HT29. Synergy scores: CSS=27.0, Synergy_ZIP=1.24, Synergy_Bliss=2.31, Synergy_Loewe=-20.2, Synergy_HSA=-2.86. (3) Drug 1: CC1C(C(CC(O1)OC2CC(CC3=C2C(=C4C(=C3O)C(=O)C5=C(C4=O)C(=CC=C5)OC)O)(C(=O)CO)O)N)O.Cl. Drug 2: CCN(CC)CCCC(C)NC1=C2C=C(C=CC2=NC3=C1C=CC(=C3)Cl)OC. Cell line: ACHN. Synergy scores: CSS=19.0, Synergy_ZIP=-0.380, Synergy_Bliss=1.61, Synergy_Loewe=-11.5, Synergy_HSA=1.98. (4) Cell line: HCC-2998. Synergy scores: CSS=47.6, Synergy_ZIP=2.17, Synergy_Bliss=1.08, Synergy_Loewe=-3.18, Synergy_HSA=-2.73. Drug 2: CC1C(C(CC(O1)OC2CC(OC(C2O)C)OC3=CC4=CC5=C(C(=O)C(C(C5)C(C(=O)C(C(C)O)O)OC)OC6CC(C(C(O6)C)O)OC7CC(C(C(O7)C)O)OC8CC(C(C(O8)C)O)(C)O)C(=C4C(=C3C)O)O)O)O. Drug 1: C1CN1C2=NC(=NC(=N2)N3CC3)N4CC4. (5) Drug 1: C1=NC2=C(N=C(N=C2N1C3C(C(C(O3)CO)O)F)Cl)N. Drug 2: CC(C)CN1C=NC2=C1C3=CC=CC=C3N=C2N. Cell line: SN12C. Synergy scores: CSS=17.9, Synergy_ZIP=4.21, Synergy_Bliss=6.24, Synergy_Loewe=-9.08, Synergy_HSA=5.05. (6) Drug 1: C1=CN(C(=O)N=C1N)C2C(C(C(O2)CO)O)O.Cl. Drug 2: CCCCCOC(=O)NC1=NC(=O)N(C=C1F)C2C(C(C(O2)C)O)O. Cell line: HS 578T. Synergy scores: CSS=17.5, Synergy_ZIP=-6.24, Synergy_Bliss=0.655, Synergy_Loewe=-6.44, Synergy_HSA=1.78. (7) Drug 1: CN(CCCl)CCCl.Cl. Drug 2: CCN(CC)CCCC(C)NC1=C2C=C(C=CC2=NC3=C1C=CC(=C3)Cl)OC. Cell line: HCC-2998. Synergy scores: CSS=33.8, Synergy_ZIP=-4.93, Synergy_Bliss=0.466, Synergy_Loewe=-1.33, Synergy_HSA=1.21. (8) Drug 1: CC1OCC2C(O1)C(C(C(O2)OC3C4COC(=O)C4C(C5=CC6=C(C=C35)OCO6)C7=CC(=C(C(=C7)OC)O)OC)O)O. Drug 2: C1=CC(=CC=C1CC(C(=O)O)N)N(CCCl)CCCl.Cl. Cell line: HCT116. Synergy scores: CSS=56.5, Synergy_ZIP=3.24, Synergy_Bliss=1.22, Synergy_Loewe=-16.4, Synergy_HSA=3.82.